Predict the reactants needed to synthesize the given product. From a dataset of Full USPTO retrosynthesis dataset with 1.9M reactions from patents (1976-2016). Given the product [CH3:17][C:12]1[C:11]([C:9]2[CH:8]=[CH:7][NH:6][C:5](=[O:18])[N:10]=2)=[CH:16][CH:15]=[CH:14][N:13]=1, predict the reactants needed to synthesize it. The reactants are: CS([C:5]1[N:10]=[C:9]([C:11]2[C:12]([CH3:17])=[N:13][CH:14]=[CH:15][CH:16]=2)[CH:8]=[CH:7][N:6]=1)(=O)=O.[O:18]1CCOCC1.